Dataset: Forward reaction prediction with 1.9M reactions from USPTO patents (1976-2016). Task: Predict the product of the given reaction. (1) Given the reactants [C:1]1([C:6]2[N:11]=[CH:10][N:9]=[C:8]([C:12]3[CH:13]([C:17]4[C:18]([NH:34]C(=O)C(C)(C)C)=[N:19][C:20]5[C:25]([CH:26]=4)=[CH:24][C:23](CC4C=CC=CC=4)=[CH:22][CH:21]=5)[CH2:14][CH2:15][CH:16]=3)[CH:7]=2)[CH2:5][CH2:4][CH2:3][CH:2]=1.C(Cl)Cl.[CH3:44][OH:45], predict the reaction product. The product is: [CH:1]1([C:6]2[N:11]=[CH:10][N:9]=[C:8]([CH:12]3[CH2:16][CH2:15][CH2:14][CH:13]3[C:17]3[C:18]([NH:34][C:44](=[O:45])[C:1]([CH3:6])([CH3:5])[CH3:2])=[N:19][C:20]4[C:25]([CH:26]=3)=[CH:24][C:23]([C:24]3[CH:23]=[CH:22][CH:21]=[CH:20][C:25]=3[CH3:26])=[CH:22][CH:21]=4)[CH:7]=2)[CH2:2][CH2:3][CH2:4][CH2:5]1. (2) Given the reactants [CH3:1][C:2]1[CH:3]=[C:4]([C:13]([CH3:17])([CH3:16])[C:14]#[N:15])[CH:5]=[C:6]([C:8]([CH3:12])([CH3:11])[C:9]#[N:10])[CH:7]=1.[Br:18]N1C(=O)CCC1=O.C(OOC(=O)C1C=CC=CC=1)(=O)C1C=CC=CC=1, predict the reaction product. The product is: [Br:18][CH2:1][C:2]1[CH:7]=[C:6]([C:8]([CH3:12])([CH3:11])[C:9]#[N:10])[CH:5]=[C:4]([C:13]([CH3:17])([CH3:16])[C:14]#[N:15])[CH:3]=1. (3) Given the reactants [NH2:1][C@@H:2]1[C:11]2[C:6](=[CH:7][CH:8]=[CH:9][CH:10]=2)[C@H:5]([OH:12])[CH2:4][CH2:3]1.[C:13]1(=O)[O:18][C:16](=[O:17])[C:15]2=[CH:19][CH:20]=[CH:21][CH:22]=[C:14]12, predict the reaction product. The product is: [OH:12][C@H:5]1[C:6]2[C:11](=[CH:10][CH:9]=[CH:8][CH:7]=2)[C@@H:2]([N:1]2[C:16](=[O:17])[C:15]3[C:14](=[CH:22][CH:21]=[CH:20][CH:19]=3)[C:13]2=[O:18])[CH2:3][CH2:4]1. (4) Given the reactants [O:1]1[CH2:6][CH2:5][C@:4]2([C:19]3[C:14](=[N:15][CH:16]=[CH:17][CH:18]=3)[O:13][C:12]3[C:7]2=[CH:8][C:9]([NH2:20])=[CH:10][CH:11]=3)[N:3]=[C:2]1[NH2:21].[Cl:22][C:23]1[CH:24]=[CH:25][C:26]([C:29](O)=[O:30])=[N:27][CH:28]=1.[Cl-].COC1N=C(OC)N=C([N+]2(C)CCOCC2)N=1, predict the reaction product. The product is: [NH2:21][C:2]1[O:1][CH2:6][CH2:5][C@:4]2([C:19]3[C:14](=[N:15][CH:16]=[CH:17][CH:18]=3)[O:13][C:12]3[C:7]2=[CH:8][C:9]([NH:20][C:29](=[O:30])[C:26]2[CH:25]=[CH:24][C:23]([Cl:22])=[CH:28][N:27]=2)=[CH:10][CH:11]=3)[N:3]=1. (5) Given the reactants [NH2:1][C:2]1[NH:6][N:5]=[C:4]([CH:7]2[CH2:12][CH2:11][N:10](C(=O)C)[CH2:9][CH2:8]2)[C:3]=1[C:16]1[S:17][C:18]2[CH:24]=[CH:23][CH:22]=[CH:21][C:19]=2[N:20]=1.[OH-].[Na+].[Na+].[Cl-], predict the reaction product. The product is: [NH3:1].[S:17]1[C:18]2[CH:24]=[CH:23][CH:22]=[CH:21][C:19]=2[N:20]=[C:16]1[C:3]1[C:4]([CH:7]2[CH2:8][CH2:9][NH:10][CH2:11][CH2:12]2)=[N:5][NH:6][C:2]=1[NH2:1]. (6) Given the reactants [N+:1]([C:4]1[CH:9]=[CH:8][C:7]([CH2:10][S:11]([NH2:14])(=[O:13])=[O:12])=[CH:6][CH:5]=1)([O-])=O, predict the reaction product. The product is: [NH2:1][C:4]1[CH:9]=[CH:8][C:7]([CH2:10][S:11]([NH2:14])(=[O:12])=[O:13])=[CH:6][CH:5]=1.